From a dataset of Catalyst prediction with 721,799 reactions and 888 catalyst types from USPTO. Predict which catalyst facilitates the given reaction. Reactant: [CH3:1][C:2]1[CH:3]=[C:4]([CH:51]=[CH:52][CH:53]=1)[CH2:5][C@@H:6]([C:23]([NH:25][C:26](=[O:50])[C@H:27]([CH2:29][S:30]C(C1C=CC=CC=1)(C1C=CC=CC=1)C1C=CC=CC=1)[NH2:28])=[O:24])[NH:7][C:8](=[O:22])[CH:9]([C:16]1[CH:21]=[CH:20][CH:19]=[CH:18][CH:17]=1)[C:10]1[CH:15]=[CH:14][CH:13]=[CH:12][CH:11]=1.C([SiH](CC)CC)C.FC(F)(F)C(O)=O. Product: [CH3:1][C:2]1[CH:3]=[C:4]([CH:51]=[CH:52][CH:53]=1)[CH2:5][C@@H:6]([C:23]([NH:25][C:26](=[O:50])[C@H:27]([CH2:29][SH:30])[NH2:28])=[O:24])[NH:7][C:8](=[O:22])[CH:9]([C:16]1[CH:21]=[CH:20][CH:19]=[CH:18][CH:17]=1)[C:10]1[CH:11]=[CH:12][CH:13]=[CH:14][CH:15]=1. The catalyst class is: 2.